Dataset: Drug-target binding data from BindingDB using IC50 measurements. Task: Regression. Given a target protein amino acid sequence and a drug SMILES string, predict the binding affinity score between them. We predict pIC50 (pIC50 = -log10(IC50 in M); higher means more potent). Dataset: bindingdb_ic50. The drug is COC1CN(C(=O)c2nc3cccnn3c2-c2ccc(Cl)cc2)C1. The target protein sequence is ATFPGHSQRREEFLYRSDSDYDLSPKAMSRNSSLPSEQHGDDLIVTPFAQVLASLRSVRNNFTILTNLHGTSNKRSPAASQPPVSRVNPQEESYQKLAMETLEELDWCLDQLETIQTYRSVSEMASNKFKRMLNRELTHLSEMSRSGNQVSEYISNTFLDKQNDVEIPSPTQKDREKKKKQQLMTQISGVKKLMHSSSLNNTSISRFGVNTENEDHLAKELEDLNKWGLNIFNVAGYSHNRPLTCIMYAIFQERDLLKTFRISSDTFITYMMTLEDHYHSDVAYHNSLHAADVAQSTHVLLSTPALDAVFTDLEILAAIFAAAIHDVDHPGVSNQFLINTNSELALMYNDESVLENHHLAVGFKLLQEEHCDIFMNLTKKQRQTLRKMVIDMVLATDMSKHMSLLADLKTMVETKKVTSSGVLLLDNYTDRIQVLRNMVHCADLSNPTKSLELYRQWTDRIMEEFFQQGDKERERGMEISPMCDKHTASVEKSQVGFIDY.... The pIC50 is 5.6.